Predict the product of the given reaction. From a dataset of Forward reaction prediction with 1.9M reactions from USPTO patents (1976-2016). Given the reactants Br[C:2]1[CH:7]=[CH:6][C:5]([CH2:8][C:9]#[N:10])=[CH:4][CH:3]=1.[F:11][C:12]([F:23])([F:22])[C:13]1[C:21]2[CH2:20][CH2:19][CH2:18][CH2:17][C:16]=2[NH:15][N:14]=1, predict the reaction product. The product is: [F:23][C:12]([F:11])([F:22])[C:13]1[C:21]2[CH2:20][CH2:19][CH2:18][CH2:17][C:16]=2[N:15]([C:2]2[CH:7]=[CH:6][C:5]([CH2:8][C:9]#[N:10])=[CH:4][CH:3]=2)[N:14]=1.